This data is from Forward reaction prediction with 1.9M reactions from USPTO patents (1976-2016). The task is: Predict the product of the given reaction. Given the reactants C([N:8]1[CH2:13][CH2:12][N:11]([C:14]2[CH:19]=[CH:18][CH:17]=[CH:16][C:15]=2[CH2:20][NH2:21])[CH2:10][CH2:9]1)(OC(C)(C)C)=O.CCN(C(C)C)C(C)C.[CH3:31][C:32]([CH3:37])([CH3:36])[C:33](Cl)=[O:34].[OH-].[Na+], predict the reaction product. The product is: [CH3:31][C:32]([CH3:37])([CH3:36])[C:33]([NH:21][CH2:20][C:15]1[CH:16]=[CH:17][CH:18]=[CH:19][C:14]=1[N:11]1[CH2:10][CH2:9][NH:8][CH2:13][CH2:12]1)=[O:34].